From a dataset of Reaction yield outcomes from USPTO patents with 853,638 reactions. Predict the reaction yield, written as a fraction of the theoretical maximum amount of product (1.0 means a 100% yield; for example, 0.34 means a 34% yield). (1) The reactants are [NH4+].[Cl-].[CH2:3]([CH:5]1[CH2:14][CH2:13][C:12]2[C:7](=[CH:8][CH:9]=[C:10]([NH2:15])[CH:11]=2)[O:6]1)[CH3:4].C(C1CCC2C(=C(N)C=CC=2)O1)C.[CH3:29][S:30](Cl)(=[O:32])=[O:31]. The catalyst is CO.C(Cl)Cl.[Fe]. The product is [CH2:3]([CH:5]1[CH2:14][CH2:13][C:12]2[C:7](=[CH:8][CH:9]=[C:10]([NH:15][S:30]([CH3:29])(=[O:32])=[O:31])[CH:11]=2)[O:6]1)[CH3:4]. The yield is 0.120. (2) The reactants are FC(F)(F)C(O)=O.[CH2:8]([O:10][C:11](=[O:25])[NH:12][CH:13]([C:15]1[CH:16]=[C:17]2[C:22](=[CH:23][CH:24]=1)[CH2:21][NH:20][CH2:19][CH2:18]2)[CH3:14])[CH3:9].Br[CH2:27][C:28]1[CH:33]=[CH:32][C:31]([O:34][CH2:35][CH:36]2[CH2:38][CH2:37]2)=[CH:30][CH:29]=1. No catalyst specified. The product is [CH2:8]([O:10][C:11](=[O:25])[NH:12][CH:13]([C:15]1[CH:16]=[C:17]2[C:22](=[CH:23][CH:24]=1)[CH2:21][N:20]([CH2:27][C:28]1[CH:33]=[CH:32][C:31]([O:34][CH2:35][CH:36]3[CH2:38][CH2:37]3)=[CH:30][CH:29]=1)[CH2:19][CH2:18]2)[CH3:14])[CH3:9]. The yield is 0.200. (3) The reactants are Cl.[CH2:2]([O:4][C:5](=[O:9])[CH2:6][CH2:7][NH2:8])[CH3:3].[CH:10](=O)[C:11]1[CH:16]=[CH:15][CH:14]=[CH:13][CH:12]=1.S([O-])([O-])(=O)=O.[Na+].[Na+].C(N(C(C)C)CC)(C)C.[BH4-].[Na+]. The catalyst is C(Cl)Cl. The product is [CH2:2]([O:4][C:5](=[O:9])[CH2:6][CH2:7][NH:8][CH2:10][C:11]1[CH:16]=[CH:15][CH:14]=[CH:13][CH:12]=1)[CH3:3]. The yield is 0.710. (4) The reactants are Br[C:2]1[N:6]2[CH:7]=[CH:8][C:9]([C:11]([OH:14])([CH3:13])[CH3:12])=[N:10][C:5]2=[N:4][CH:3]=1.[F:15][C:16]1[CH:17]=[C:18]([C:37]#[N:38])[C:19]([C:22]2[CH:27]=[CH:26][CH:25]=[C:24](B3OC(C)(C)C(C)(C)O3)[CH:23]=2)=[CH:20][CH:21]=1. No catalyst specified. The product is [F:15][C:16]1[CH:17]=[C:18]([C:37]#[N:38])[C:19]([C:22]2[CH:27]=[CH:26][CH:25]=[C:24]([C:2]3[N:6]4[CH:7]=[CH:8][C:9]([C:11]([OH:14])([CH3:13])[CH3:12])=[N:10][C:5]4=[N:4][CH:3]=3)[CH:23]=2)=[CH:20][CH:21]=1. The yield is 0.700. (5) The reactants are [Cl:1][C:2]1[CH:7]=[C:6]([Cl:8])[CH:5]=[C:4]([Cl:9])[C:3]=1Br.[CH3:11][O:12][C:13]1[CH:18]=[CH:17][CH:16]=[CH:15][C:14]=1B(O)O.C(=O)([O-])[O-].[K+].[K+]. The catalyst is CC1C=CC=CC=1[P](C1C=CC=CC=1C)([Pd](Cl)(Cl)[P](C1=C(C)C=CC=C1)(C1C=CC=CC=1C)C1C=CC=CC=1C)C1C=CC=CC=1C. The product is [CH3:11][O:12][C:13]1[C:14]([C:3]2[C:2]([Cl:1])=[CH:7][C:6]([Cl:8])=[CH:5][C:4]=2[Cl:9])=[CH:15][CH:16]=[CH:17][CH:18]=1. The yield is 0.610. (6) The reactants are CS(O[N:6]=[C:7](Cl)[C@H:8]1[CH2:12][O:11][C:10]2([CH2:17][CH2:16][CH2:15][CH2:14][CH2:13]2)[O:9]1)(=O)=O.N1C=CC=CC=1.[S-:25][C:26]#[N:27].[Na+].[Br:29][C:30]1[CH:31]=[C:32]([O:37][C:38]2[C:39]([CH3:44])=[N:40][CH:41]=[CH:42][CH:43]=2)[C:33]([NH2:36])=[N:34][CH:35]=1. The product is [Br:29][C:30]1[CH:31]=[C:32]([O:37][C:38]2[C:39]([CH3:44])=[N:40][CH:41]=[CH:42][CH:43]=2)[C:33]([NH:36][C:26]2[S:25][N:6]=[C:7]([C@H:8]3[CH2:12][O:11][C:10]4([CH2:13][CH2:14][CH2:15][CH2:16][CH2:17]4)[O:9]3)[N:27]=2)=[N:34][CH:35]=1. The catalyst is C(#N)C. The yield is 0.500. (7) The reactants are Cl[C:2]1[C:11]2[C:6](=[CH:7][C:8]([CH3:12])=[CH:9][CH:10]=2)[N:5]=[C:4]([C:13]2[CH:18]=[CH:17][CH:16]=[CH:15][C:14]=2[OH:19])[N:3]=1.[CH2:20]([N:27]1[CH2:32][CH2:31][NH:30][C@@H:29]([CH:33]([CH3:35])[CH3:34])[CH2:28]1)[C:21]1[CH:26]=[CH:25][CH:24]=[CH:23][CH:22]=1.C(N(CC)CC)C. The catalyst is CN(C=O)C. The product is [CH2:20]([N:27]1[CH2:32][CH2:31][N:30]([C:2]2[C:11]3[C:6](=[CH:7][C:8]([CH3:12])=[CH:9][CH:10]=3)[N:5]=[C:4]([C:13]3[CH:18]=[CH:17][CH:16]=[CH:15][C:14]=3[OH:19])[N:3]=2)[C@@H:29]([CH:33]([CH3:35])[CH3:34])[CH2:28]1)[C:21]1[CH:22]=[CH:23][CH:24]=[CH:25][CH:26]=1. The yield is 0.640.